From a dataset of Full USPTO retrosynthesis dataset with 1.9M reactions from patents (1976-2016). Predict the reactants needed to synthesize the given product. Given the product [C:27]([O:31][C:32](=[O:46])[C@@H:33]([NH:38][C:39]([O:41][C:42]([CH3:45])([CH3:44])[CH3:43])=[O:40])[CH2:34][C:35]([O:16][CH2:15][C:12]1[CH:13]=[CH:14][C:9]([NH:8][C:6]2[CH:5]=[C:4]([C:17]3[CH:22]=[C:21]([Cl:23])[CH:20]=[CH:19][C:18]=3[O:24][CH2:25][CH3:26])[N:3]=[C:2]([NH2:1])[N:7]=2)=[CH:10][CH:11]=1)=[O:36])([CH3:30])([CH3:29])[CH3:28], predict the reactants needed to synthesize it. The reactants are: [NH2:1][C:2]1[N:7]=[C:6]([NH:8][C:9]2[CH:14]=[CH:13][C:12]([CH2:15][OH:16])=[CH:11][CH:10]=2)[CH:5]=[C:4]([C:17]2[CH:22]=[C:21]([Cl:23])[CH:20]=[CH:19][C:18]=2[O:24][CH2:25][CH3:26])[N:3]=1.[C:27]([O:31][C:32](=[O:46])[CH:33]([NH:38][C:39]([O:41][C:42]([CH3:45])([CH3:44])[CH3:43])=[O:40])[CH2:34][C:35](O)=[O:36])([CH3:30])([CH3:29])[CH3:28].